This data is from Full USPTO retrosynthesis dataset with 1.9M reactions from patents (1976-2016). The task is: Predict the reactants needed to synthesize the given product. (1) Given the product [CH3:1][O:2][C:3]1[CH:8]=[C:7]([N+:9]([O-:11])=[O:10])[CH:6]=[CH:5][C:4]=1[N:12]1[CH2:17][CH2:16][CH:15]([O:18][Si:22]([CH:26]([CH3:28])[CH3:27])([CH:23]([CH3:25])[CH3:24])[CH:19]([CH3:21])[CH3:20])[CH2:14][CH2:13]1, predict the reactants needed to synthesize it. The reactants are: [CH3:1][O:2][C:3]1[CH:8]=[C:7]([N+:9]([O-:11])=[O:10])[CH:6]=[CH:5][C:4]=1[N:12]1[CH2:17][CH2:16][CH:15]([OH:18])[CH2:14][CH2:13]1.[CH:19]([Si:22](OS(C(F)(F)F)(=O)=O)([CH:26]([CH3:28])[CH3:27])[CH:23]([CH3:25])[CH3:24])([CH3:21])[CH3:20].CCN(CC)CC. (2) Given the product [CH:1]1([N:7]([C:8](=[O:11])[CH2:9][CH2:10][NH:44][CH2:43][CH2:42][C:41]2[CH:45]=[CH:46][CH:47]=[C:48]([F:49])[C:40]=2[F:39])[CH2:12][CH2:13][N:14]([CH2:25][CH2:26][C:27]2[C:35]3[S:34][C:33](=[O:36])[NH:32][C:31]=3[C:30]([OH:37])=[CH:29][CH:28]=2)[C:15](=[O:24])[O:16][CH2:17][C:18]2[CH:23]=[CH:22][CH:21]=[CH:20][CH:19]=2)[CH2:2][CH2:3][CH2:4][CH2:5][CH2:6]1, predict the reactants needed to synthesize it. The reactants are: [CH:1]1([N:7]([CH2:12][CH2:13][N:14]([CH2:25][CH2:26][C:27]2[C:35]3[S:34][C:33](=[O:36])[NH:32][C:31]=3[C:30]([OH:37])=[CH:29][CH:28]=2)[C:15](=[O:24])[O:16][CH2:17][C:18]2[CH:23]=[CH:22][CH:21]=[CH:20][CH:19]=2)[C:8](=[O:11])[CH:9]=[CH2:10])[CH2:6][CH2:5][CH2:4][CH2:3][CH2:2]1.Cl.[F:39][C:40]1[C:48]([F:49])=[CH:47][CH:46]=[CH:45][C:41]=1[CH2:42][CH2:43][NH2:44].C(N(CC)CC)C. (3) The reactants are: C([O:8][C:9]1[C:13]([O:14]CC2C=CC=CC=2)=[C:12]([C:22]([N:24]([CH2:27][CH3:28])[CH2:25][CH3:26])=[O:23])[N:11]([C:29]2[CH:34]=[CH:33][C:32]([O:35][CH3:36])=[CH:31][CH:30]=2)[C:10]=1[C:37]([N:39]([CH2:42][CH3:43])[CH2:40][CH3:41])=[O:38])C1C=CC=CC=1. Given the product [CH2:42]([N:39]([CH2:40][CH3:41])[C:37]([C:10]1[N:11]([C:29]2[CH:34]=[CH:33][C:32]([O:35][CH3:36])=[CH:31][CH:30]=2)[C:12]([C:22]([N:24]([CH2:25][CH3:26])[CH2:27][CH3:28])=[O:23])=[C:13]([OH:14])[C:9]=1[OH:8])=[O:38])[CH3:43], predict the reactants needed to synthesize it. (4) The reactants are: [CH3:1][O:2][CH2:3][CH2:4][O:5][CH2:6][CH2:7][O:8][C:9](=[O:20])[C@H:10]([CH3:19])[NH:11][C:12]([O:14][C:15]([CH3:18])([CH3:17])[CH3:16])=[O:13].[CH3:21][O:22][CH2:23][CH2:24][O:25][CH2:26]COCCO.C(N[C@H](C(O)=O)C)(OC(C)(C)C)=O.C1CCC(N=C=NC2CCCCC2)CC1. Given the product [CH3:21][O:22][CH2:23][CH2:24][O:25][CH2:26][CH2:1][O:2][CH2:3][CH2:4][O:5][CH2:6][CH2:7][O:8][C:9](=[O:20])[C@H:10]([CH3:19])[NH:11][C:12]([O:14][C:15]([CH3:16])([CH3:18])[CH3:17])=[O:13], predict the reactants needed to synthesize it. (5) Given the product [O:4]1[C:12]2[CH:11]=[CH:10][N:9]=[C:8]([N:13]3[CH2:18][CH2:17][N:16]([CH2:19][CH2:20][C@H:21]4[CH2:26][CH2:25][C@H:24]([NH:27][C:35](=[O:36])[CH2:34][CH:29]5[CH2:30][O:31][CH2:32][CH2:33][O:28]5)[CH2:23][CH2:22]4)[CH2:15][CH2:14]3)[C:7]=2[CH2:6][CH2:5]1, predict the reactants needed to synthesize it. The reactants are: Cl.Cl.Cl.[O:4]1[C:12]2[CH:11]=[CH:10][N:9]=[C:8]([N:13]3[CH2:18][CH2:17][N:16]([CH2:19][CH2:20][C@H:21]4[CH2:26][CH2:25][C@H:24]([NH2:27])[CH2:23][CH2:22]4)[CH2:15][CH2:14]3)[C:7]=2[CH2:6][CH2:5]1.[O:28]1[CH2:33][CH2:32][O:31][CH2:30][CH:29]1[CH2:34][C:35](O)=[O:36].